Predict the reaction yield, written as a fraction of the theoretical maximum amount of product (1.0 means a 100% yield; for example, 0.34 means a 34% yield). From a dataset of Reaction yield outcomes from USPTO patents with 853,638 reactions. The reactants are Br[C:2]1[CH:20]=[CH:19][C:5]([O:6][CH2:7][CH2:8][CH2:9][CH2:10][NH:11][C:12](=[O:18])[O:13][C:14]([CH3:17])([CH3:16])[CH3:15])=[CH:4][CH:3]=1.C([O-])(=O)C.[K+].[B:26]1([B:26]2[O:30][C:29]([CH3:32])([CH3:31])[C:28]([CH3:34])([CH3:33])[O:27]2)[O:30][C:29]([CH3:32])([CH3:31])[C:28]([CH3:34])([CH3:33])[O:27]1. The catalyst is C1C=CC(P(C2C=CC=CC=2)[C-]2C=CC=C2)=CC=1.C1C=CC(P(C2C=CC=CC=2)[C-]2C=CC=C2)=CC=1.Cl[Pd]Cl.[Fe+2].CS(C)=O. The product is [CH3:33][C:28]1([CH3:34])[C:29]([CH3:32])([CH3:31])[O:30][B:26]([C:2]2[CH:20]=[CH:19][C:5]([O:6][CH2:7][CH2:8][CH2:9][CH2:10][NH:11][C:12](=[O:18])[O:13][C:14]([CH3:17])([CH3:16])[CH3:15])=[CH:4][CH:3]=2)[O:27]1. The yield is 0.950.